Dataset: Full USPTO retrosynthesis dataset with 1.9M reactions from patents (1976-2016). Task: Predict the reactants needed to synthesize the given product. Given the product [F:18][C:11]1[C:12]([F:17])=[C:13]([CH3:16])[CH:14]=[CH:15][C:10]=1[CH:9]1[CH:4]([C:5]([O:7][CH3:8])=[O:6])[C:3](=[O:19])[CH2:2][S:20]1, predict the reactants needed to synthesize it. The reactants are: Cl[CH2:2][C:3](=[O:19])[C:4](=[CH:9][C:10]1[CH:15]=[CH:14][C:13]([CH3:16])=[C:12]([F:17])[C:11]=1[F:18])[C:5]([O:7][CH3:8])=[O:6].[S-2:20].[Na+].[Na+].